This data is from Full USPTO retrosynthesis dataset with 1.9M reactions from patents (1976-2016). The task is: Predict the reactants needed to synthesize the given product. (1) The reactants are: [N+:1]([C:4]1[CH:9]=[CH:8][C:7]([C:10]2[N:14]([C:15]([O:17][C:18]([CH3:21])([CH3:20])[CH3:19])=[O:16])[NH:13][C:12](=[O:22])[CH:11]=2)=[CH:6][CH:5]=1)([O-])=O. Given the product [NH2:1][C:4]1[CH:9]=[CH:8][C:7]([C:10]2[N:14]([C:15]([O:17][C:18]([CH3:20])([CH3:19])[CH3:21])=[O:16])[NH:13][C:12](=[O:22])[CH:11]=2)=[CH:6][CH:5]=1, predict the reactants needed to synthesize it. (2) Given the product [NH2:1][C@H:2]([C:7]([O:9][CH3:14])=[O:8])[CH2:3][CH2:4][S:5][CH3:6], predict the reactants needed to synthesize it. The reactants are: [NH2:1][C@H:2]([C:7]([OH:9])=[O:8])[CH2:3][CH2:4][S:5][CH3:6].S(Cl)(Cl)=O.[CH3:14]O. (3) The reactants are: [Br:1][C:2]1[CH:3]=[CH:4][C:5]([O:13][CH2:14][C:15]2[CH:20]=[CH:19][C:18]([O:21][CH2:22][C:23]3[N:24]=[C:25]([C:29]4[CH:34]=[CH:33][CH:32]=[CH:31][CH:30]=4)[O:26][C:27]=3[CH3:28])=[CH:17][CH:16]=2)=[C:6]([CH2:8][C:9]([O:11]C)=[O:10])[CH:7]=1.O1CCCC1.[OH-].[Na+].Cl. Given the product [Br:1][C:2]1[CH:3]=[CH:4][C:5]([O:13][CH2:14][C:15]2[CH:16]=[CH:17][C:18]([O:21][CH2:22][C:23]3[N:24]=[C:25]([C:29]4[CH:30]=[CH:31][CH:32]=[CH:33][CH:34]=4)[O:26][C:27]=3[CH3:28])=[CH:19][CH:20]=2)=[C:6]([CH2:8][C:9]([OH:11])=[O:10])[CH:7]=1, predict the reactants needed to synthesize it. (4) The reactants are: O[C:2]1[C:7]([CH3:8])=[N:6][N:5]([CH3:9])[C:4](=[O:10])[CH:3]=1.O=P(Cl)(Cl)[Cl:13]. Given the product [Cl:13][C:2]1[C:7]([CH3:8])=[N:6][N:5]([CH3:9])[C:4](=[O:10])[CH:3]=1, predict the reactants needed to synthesize it. (5) Given the product [OH:58][C:29]1[N:28]([C:24]2[CH:23]=[C:22]3[C:27](=[CH:26][CH:25]=2)[N:19]([CH2:18][CH2:17][NH:16][CH3:1])[CH:20]=[CH:21]3)[C:32]([C:33]2[CH:38]=[C:37]([CH:39]([CH3:40])[CH3:41])[C:36]([OH:42])=[CH:35][C:34]=2[OH:50])=[N:31][N:30]=1, predict the reactants needed to synthesize it. The reactants are: [CH2:1](OCC1C=CC=CC=1)C1C=CC=CC=1.[NH2:16][CH2:17][CH2:18][N:19]1[C:27]2[C:22](=[CH:23][C:24]([N:28]3[C:32]([C:33]4[CH:38]=[C:37]([CH:39]([CH3:41])[CH3:40])[C:36]([O:42]CC5C=CC=CC=5)=[CH:35][C:34]=4[O:50]CC4C=CC=CC=4)=[N:31][N:30]=[C:29]3[OH:58])=[CH:25][CH:26]=2)[CH:21]=[CH:20]1. (6) Given the product [Br:12][C:9]1[CH:8]=[CH:7][CH:6]=[C:5]2[C:10]=1[CH:11]=[C:2]([O:14][CH3:13])[CH:3]=[N:4]2, predict the reactants needed to synthesize it. The reactants are: Br[C:2]1[CH:3]=[N:4][C:5]2[C:10]([CH:11]=1)=[C:9]([Br:12])[CH:8]=[CH:7][CH:6]=2.[CH3:13][O-:14].[Na+]. (7) Given the product [CH3:22][C:23]1([CH3:38])[C:27]2=[N:28][CH:29]=[C:30]([N:32]3[CH2:37][CH2:36][O:35][CH2:34][CH2:33]3)[CH:31]=[C:26]2[N:25]([C:2]2[C:11]3[C:6](=[CH:7][C:8]([F:13])=[CH:9][C:10]=3[F:12])[N:5]=[C:4]([N:14]3[CH2:19][CH2:18][CH2:17][CH2:16][C:15]3=[O:20])[C:3]=2[CH3:21])[CH2:24]1, predict the reactants needed to synthesize it. The reactants are: Br[C:2]1[C:11]2[C:6](=[CH:7][C:8]([F:13])=[CH:9][C:10]=2[F:12])[N:5]=[C:4]([N:14]2[CH2:19][CH2:18][CH2:17][CH2:16][C:15]2=[O:20])[C:3]=1[CH3:21].[CH3:22][C:23]1([CH3:38])[C:27]2=[N:28][CH:29]=[C:30]([N:32]3[CH2:37][CH2:36][O:35][CH2:34][CH2:33]3)[CH:31]=[C:26]2[NH:25][CH2:24]1. (8) Given the product [OH:12][CH2:11][C:10]([NH:9][CH2:8][C@H:7]([OH:14])[CH2:6][O:5][C:4]1[C:15]([CH3:23])=[CH:16][C:17]([C:19](=[NH:22])[NH:20][OH:21])=[CH:18][C:3]=1[O:24][CH3:25])=[O:13], predict the reactants needed to synthesize it. The reactants are: C([C:3]1[CH:18]=[C:17]([C:19](=[NH:22])[NH:20][OH:21])[CH:16]=[C:15]([CH3:23])[C:4]=1[O:5][CH2:6][C@@H:7]([OH:14])[CH2:8][NH:9][C:10](=[O:13])[CH2:11][OH:12])C.[OH:24][C:25]1C(C)=CC(C#N)=CC=1OC.